From a dataset of Full USPTO retrosynthesis dataset with 1.9M reactions from patents (1976-2016). Predict the reactants needed to synthesize the given product. Given the product [Br:7][C:8]1[CH:9]=[CH:10][C:11]2[C:12]3[N:20]=[C:19]([Cl:21])[N:18]=[C:17]([O:3][CH2:2][CH2:1][OH:4])[C:13]=3[NH:14][C:15]=2[CH:16]=1, predict the reactants needed to synthesize it. The reactants are: [CH2:1]([OH:4])[CH2:2][OH:3].[H-].[Na+].[Br:7][C:8]1[CH:9]=[CH:10][C:11]2[C:12]3[N:20]=[C:19]([Cl:21])[N:18]=[C:17](Cl)[C:13]=3[NH:14][C:15]=2[CH:16]=1.